Dataset: NCI-60 drug combinations with 297,098 pairs across 59 cell lines. Task: Regression. Given two drug SMILES strings and cell line genomic features, predict the synergy score measuring deviation from expected non-interaction effect. Drug 1: CCC1=C2CN3C(=CC4=C(C3=O)COC(=O)C4(CC)O)C2=NC5=C1C=C(C=C5)O. Drug 2: CNC(=O)C1=NC=CC(=C1)OC2=CC=C(C=C2)NC(=O)NC3=CC(=C(C=C3)Cl)C(F)(F)F. Cell line: BT-549. Synergy scores: CSS=3.38, Synergy_ZIP=-3.38, Synergy_Bliss=1.83, Synergy_Loewe=-17.4, Synergy_HSA=-2.01.